This data is from Reaction yield outcomes from USPTO patents with 853,638 reactions. The task is: Predict the reaction yield, written as a fraction of the theoretical maximum amount of product (1.0 means a 100% yield; for example, 0.34 means a 34% yield). (1) The yield is 0.510. The catalyst is O1CCCC1.C(OCC)(=O)C. The product is [C:40]([NH:39][C:37]1[S:38][C:34]2[C:33]([C:45]#[N:46])=[C:32]([O:31][C:30]3[CH:47]=[CH:48][C:49]([F:50])=[C:28]([NH:27][C:4](=[O:6])[C:3]4[CH:7]=[CH:8][CH:9]=[C:10]([C:11]([C:14]#[N:15])([CH3:13])[CH3:12])[C:2]=4[Cl:1])[CH:29]=3)[CH:44]=[CH:43][C:35]=2[N:36]=1)(=[O:42])[CH3:41]. The reactants are [Cl:1][C:2]1[C:10]([C:11]([C:14]#[N:15])([CH3:13])[CH3:12])=[CH:9][CH:8]=[CH:7][C:3]=1[C:4]([OH:6])=O.C(Cl)(=O)C(Cl)=O.CN(C)C=O.[NH2:27][C:28]1[CH:29]=[C:30]([CH:47]=[CH:48][C:49]=1[F:50])[O:31][C:32]1[CH:44]=[CH:43][C:35]2[N:36]=[C:37]([NH:39][C:40](=[O:42])[CH3:41])[S:38][C:34]=2[C:33]=1[C:45]#[N:46]. (2) The reactants are [OH:1][C:2]1[CH:11]=[C:10]2[C:5]([C:6]([O:12][C:13]3[CH:14]=[C:15]4[C:19](=[CH:20][CH:21]=3)[NH:18][CH:17]=[CH:16]4)=[N:7][CH:8]=[N:9]2)=[CH:4][C:3]=1[O:22][CH3:23].C(=O)([O-])[O-].[K+].[K+].[Br:30][CH2:31][CH2:32][CH2:33]Br. The catalyst is CN(C=O)C. The product is [Br:30][CH2:31][CH2:32][CH2:33][O:1][C:2]1[CH:11]=[C:10]2[C:5]([C:6]([O:12][C:13]3[CH:14]=[C:15]4[C:19](=[CH:20][CH:21]=3)[NH:18][CH:17]=[CH:16]4)=[N:7][CH:8]=[N:9]2)=[CH:4][C:3]=1[O:22][CH3:23]. The yield is 0.660. (3) The reactants are [OH:1][C:2]1[CH:10]=[CH:9][C:8]([C:11]2[N:12]([C:27]([O:29][C:30]([CH3:33])([CH3:32])[CH3:31])=[O:28])[C:13]3[C:18]([CH:19]=2)=[CH:17][C:16]([CH2:20][N:21]2[CH2:26][CH2:25][CH2:24][CH2:23][CH2:22]2)=[CH:15][CH:14]=3)=[C:7]2[C:3]=1[CH2:4][NH:5][C:6]2=[O:34].C(N(CC)CC)C.[CH3:42][N:43]1[CH:47]=[C:46]([S:48](Cl)(=[O:50])=[O:49])[N:45]=[C:44]1[CH3:52]. The catalyst is C(#N)C. The product is [CH3:42][N:43]1[CH:47]=[C:46]([S:48]([O:1][C:2]2[CH:10]=[CH:9][C:8]([C:11]3[N:12]([C:27]([O:29][C:30]([CH3:31])([CH3:33])[CH3:32])=[O:28])[C:13]4[C:18]([CH:19]=3)=[CH:17][C:16]([CH2:20][N:21]3[CH2:26][CH2:25][CH2:24][CH2:23][CH2:22]3)=[CH:15][CH:14]=4)=[C:7]3[C:3]=2[CH2:4][NH:5][C:6]3=[O:34])(=[O:50])=[O:49])[N:45]=[C:44]1[CH3:52]. The yield is 0.510.